This data is from Reaction yield outcomes from USPTO patents with 853,638 reactions. The task is: Predict the reaction yield, written as a fraction of the theoretical maximum amount of product (1.0 means a 100% yield; for example, 0.34 means a 34% yield). (1) The reactants are [NH2:1][C:2]1[CH:3]=[CH:4][C:5]([O:11][C:12]([F:15])([F:14])[F:13])=[C:6]([CH:10]=1)[C:7]([OH:9])=[O:8].[F:16][C:17]1[C:24]([F:25])=[C:23]([C:26]([F:29])([F:28])[F:27])[C:22]([F:30])=[C:21]([F:31])[C:18]=1[CH2:19]Br. The catalyst is CN(C=O)C. The product is [F:16][C:17]1[C:24]([F:25])=[C:23]([C:26]([F:29])([F:27])[F:28])[C:22]([F:30])=[C:21]([F:31])[C:18]=1[CH2:19][NH:1][C:2]1[CH:3]=[CH:4][C:5]([O:11][C:12]([F:13])([F:14])[F:15])=[C:6]([CH:10]=1)[C:7]([OH:9])=[O:8]. The yield is 0.810. (2) The reactants are [Cl:1][C:2]1[CH:3]=[CH:4][C:5]([CH3:12])=[C:6]([CH:11]=1)[C:7]([NH:9][NH2:10])=[O:8].[N:13]([CH2:16][CH2:17][CH2:18][C:19]([C:21]1[CH:26]=[CH:25][CH:24]=[CH:23][CH:22]=1)=O)=[N+:14]=[N-:15].O.C1(C)C=CC(S(O)(=O)=O)=CC=1. The catalyst is C1(C)C=CC=CC=1.CCOC(C)=O. The product is [N:13]([CH2:16][CH2:17][CH2:18][C:19](=[N:10][NH:9][C:7](=[O:8])[C:6]1[CH:11]=[C:2]([Cl:1])[CH:3]=[CH:4][C:5]=1[CH3:12])[C:21]1[CH:26]=[CH:25][CH:24]=[CH:23][CH:22]=1)=[N+:14]=[N-:15]. The yield is 0.590.